Dataset: Full USPTO retrosynthesis dataset with 1.9M reactions from patents (1976-2016). Task: Predict the reactants needed to synthesize the given product. (1) Given the product [Br:10][CH2:9][C:2](=[O:1])[CH2:3][C:4]([O:6][CH2:7][CH3:8])=[O:5], predict the reactants needed to synthesize it. The reactants are: [O:1]=[C:2]([CH3:9])[CH2:3][C:4]([O:6][CH2:7][CH3:8])=[O:5].[Br:10]Br.O. (2) Given the product [C:13](=[O:26])([O:14][C:15]([CH3:18])([CH3:17])[CH3:16])[O:19][N:20]([CH2:6][CH2:7][C:8]([C:9]#[N:10])=[CH2:11])[C:21]([O:23][CH2:24][CH3:25])=[O:22], predict the reactants needed to synthesize it. The reactants are: CS(O[CH2:6][CH2:7][CH:8]([CH2:11]O)[C:9]#[N:10])(=O)=O.[C:13](=[O:26])([O:19][NH:20][C:21]([O:23][CH2:24][CH3:25])=[O:22])[O:14][C:15]([CH3:18])([CH3:17])[CH3:16].C(=O)([O-])ON(C(C)(C)C)C(OCC)=O.C(=O)([O-])[O-].[K+].[K+].